From a dataset of Experimentally validated miRNA-target interactions with 360,000+ pairs, plus equal number of negative samples. Binary Classification. Given a miRNA mature sequence and a target amino acid sequence, predict their likelihood of interaction. (1) The miRNA is hsa-miR-5004-5p with sequence UGAGGACAGGGCAAAUUCACGA. The protein sequence of the target gene is MMDNKDLEAEIHPLKNEDKKSQENPGNLPRNEDNLKSKPVPSRLSRCRTVAFFLSLFTCLFVVFVLSFIIPCPDRPSSQGTWKLDYNNAVMYDFLALGDINKDKVQDVLFLYKNTNSSNNLTRSCADEGFSTPCAFVVAVSGANGSVLWERPVAQDVALVKCAMPQTLDSDEVSSACIVVGRAGSFVAVSFFTGETLWSHPSSFSGNVSILSPLLQVPDIDGDGDGTPDLLILAQEGQEVSGALYSGSTGYQIGHRGSLGVDGDGVALLHVTRTGAQYILLPCASALCGFSVKSLYERIT.... Result: 0 (no interaction). (2) The miRNA is hsa-miR-3193 with sequence UCCUGCGUAGGAUCUGAGGAGU. The protein sequence of the target gene is MEGSKASSSTMQVSFVCQRCSQPLKLDTSFKILDRVTIQELTAPLLTTAQAKPGESQEEEANSGEEPFIETRQDGVSRRFIPPARMMSTESANSFTLIGEASDGGTMENLSRRLKVTGDLFDIMSGQTDVDHPLCEECTDTLLDQLDTQLNVTENECQNYKRCLEMLEQMNEGDSEQLQRELKELALEEERLIQELEDVEKNRKVVAENLEKVQAEAERLDQEEAQYQREYSEFKRQQLELDDELKSVENQMRYAQMQLDKLKKTNVFNATFHIWHSGQFGTINNFRLGRLPSAPVEWNE.... Result: 0 (no interaction). (3) The miRNA is mmu-miR-3110-3p with sequence GCACUCCAUCGGAGGCAGACAC. The protein sequence of the target gene is MEVPPPAPRSFLCRALCLFPRVFAAEAVTADSEVLEERQKRLPYVPEPYYPESGWDRLRELFGKDEQQRISKDLANICKTAATAGIIGWVYGGIPAFIHAKQQYIEQSQAEIYHNRFDAVQSAHRAATRGFIRYGWRWGWRTAVFVTIFNTVNTSLNVYRNKDALSHFVIAGAVTGSLFRINVGLRGLVAGGIIGALLGTPVGGLLMAFQKYSGETVQERKQKDRKALHELKLEEWKGRLQVTEHLPEKIESSLQEDEPENDAKKIEALLNLPRNPSVIDKQDKD. Result: 0 (no interaction).